The task is: Predict the reaction yield, written as a fraction of the theoretical maximum amount of product (1.0 means a 100% yield; for example, 0.34 means a 34% yield).. This data is from Reaction yield outcomes from USPTO patents with 853,638 reactions. (1) The reactants are [NH2:1][C:2]1[CH:3]=[C:4]2[C:9](=[CH:10][CH:11]=1)[N:8]=[CH:7][C:6]([C:12]#[N:13])=[C:5]2[NH:14][C:15]1[CH:20]=[CH:19][C:18]([F:21])=[C:17]([Cl:22])[CH:16]=1.[Br:23][C:24]1[CH:25]=[C:26]([CH:29]=[CH:30][C:31]=1[O:32][CH2:33][CH2:34][O:35][CH3:36])[CH:27]=O.[BH3-]C#N.[Na+]. The catalyst is CCO. The product is [Br:23][C:24]1[CH:25]=[C:26]([CH:29]=[CH:30][C:31]=1[O:32][CH2:33][CH2:34][O:35][CH3:36])[CH2:27][NH:1][C:2]1[CH:3]=[C:4]2[C:9](=[CH:10][CH:11]=1)[N:8]=[CH:7][C:6]([C:12]#[N:13])=[C:5]2[NH:14][C:15]1[CH:20]=[CH:19][C:18]([F:21])=[C:17]([Cl:22])[CH:16]=1. The yield is 0.930. (2) The reactants are [F:1][C:2]1[CH:3]=[CH:4][C:5]([CH3:9])=[C:6]([CH:8]=1)[NH2:7].Br.Br[CH:12]([C:14]1[CH:15]=[C:16]([C:31]([N:33]([CH3:35])[CH3:34])=[O:32])[CH:17]=[C:18]2[C:23]=1[O:22][C:21]([N:24]1[CH2:29][CH2:28][O:27][CH2:26][CH2:25]1)=[CH:20][C:19]2=[O:30])[CH3:13]. No catalyst specified. The product is [F:1][C:2]1[CH:3]=[CH:4][C:5]([CH3:9])=[C:6]([NH:7][CH:12]([C:14]2[CH:15]=[C:16]([C:31]([N:33]([CH3:35])[CH3:34])=[O:32])[CH:17]=[C:18]3[C:23]=2[O:22][C:21]([N:24]2[CH2:29][CH2:28][O:27][CH2:26][CH2:25]2)=[CH:20][C:19]3=[O:30])[CH3:13])[CH:8]=1. The yield is 0.610.